Dataset: Full USPTO retrosynthesis dataset with 1.9M reactions from patents (1976-2016). Task: Predict the reactants needed to synthesize the given product. (1) Given the product [CH3:25][C:2]([CH3:1])([CH3:26])[C:3]([O:5][CH2:6][C:7]1[CH:12]=[CH:11][C:10]([C:13]2[CH:18]=[C:17]([O:19][CH3:20])[CH:16]=[CH:15][C:14]=2[F:21])=[C:9]([C:22]([NH:34][CH:31]([CH3:33])[CH3:32])=[O:24])[CH:8]=1)=[O:4], predict the reactants needed to synthesize it. The reactants are: [CH3:1][C:2]([CH3:26])([CH3:25])[C:3]([O:5][CH2:6][C:7]1[CH:8]=[C:9]([C:22]([OH:24])=O)[C:10]([C:13]2[CH:18]=[C:17]([O:19][CH3:20])[CH:16]=[CH:15][C:14]=2[F:21])=[CH:11][CH:12]=1)=[O:4].S(Cl)(Cl)=O.[CH:31]([NH2:34])([CH3:33])[CH3:32]. (2) The reactants are: [CH2:1]([O:3][C:4]1[CH:5]=[C:6]([CH2:14][OH:15])[CH:7]=[C:8]([O:11][CH2:12][CH3:13])[C:9]=1[F:10])[CH3:2]. Given the product [CH2:1]([O:3][C:4]1[CH:5]=[C:6]([CH:7]=[C:8]([O:11][CH2:12][CH3:13])[C:9]=1[F:10])[CH:14]=[O:15])[CH3:2], predict the reactants needed to synthesize it.